This data is from Reaction yield outcomes from USPTO patents with 853,638 reactions. The task is: Predict the reaction yield, written as a fraction of the theoretical maximum amount of product (1.0 means a 100% yield; for example, 0.34 means a 34% yield). (1) The reactants are [F:1][C:2]1[CH:3]=[C:4]2[C:8](=[CH:9][CH:10]=1)[N:7]([CH2:11][C@@H:12]([NH:18][C:19](=[O:35])[C@@H:20]([NH:25][C:26](=[O:34])[C:27]1[CH:32]=[CH:31][CH:30]=[C:29]([CH3:33])[CH:28]=1)[CH2:21][CH:22]([CH3:24])[CH3:23])[CH2:13][CH2:14][C:15](O)=[O:16])[CH2:6][CH2:5]2.O1CCOCC1.N.C[N:44](C(ON1N=NC2C=CC=NC1=2)=[N+](C)C)C.F[P-](F)(F)(F)(F)F. The catalyst is C(OCC)(=O)C. The product is [C:15]([CH2:14][CH2:13][C@H:12]([NH:18][C:19]([C@@H:20]([NH:25][C:26](=[O:34])[C:27]1[CH:32]=[CH:31][CH:30]=[C:29]([CH3:33])[CH:28]=1)[CH2:21][CH:22]([CH3:23])[CH3:24])=[O:35])[CH2:11][N:7]1[C:8]2[C:4](=[CH:3][C:2]([F:1])=[CH:10][CH:9]=2)[CH2:5][CH2:6]1)(=[O:16])[NH2:44]. The yield is 0.840. (2) The reactants are [Br:1][C:2]1[CH:13]=[CH:12][C:11]([F:14])=[CH:10][C:3]=1[C:4](N(OC)C)=[O:5].[CH2:15]1COCC1. The catalyst is C(OCC)C. The product is [Br:1][C:2]1[CH:13]=[CH:12][C:11]([F:14])=[CH:10][C:3]=1[C:4](=[O:5])[CH3:15]. The yield is 0.810.